This data is from Full USPTO retrosynthesis dataset with 1.9M reactions from patents (1976-2016). The task is: Predict the reactants needed to synthesize the given product. (1) The reactants are: [Cl:1][C:2]1[CH:3]=[C:4]([CH:17]=[CH:18][CH:19]=1)[CH2:5][O:6][C:7]1[C:8]2[N:9]([N:13]=[C:14]([NH2:16])[N:15]=2)[CH:10]=[CH:11][CH:12]=1.Br[C:21]1[CH:26]=[CH:25][C:24]([N:27]2[CH2:32][CH2:31][N:30]([CH3:33])[CH2:29][CH2:28]2)=[CH:23][CH:22]=1. Given the product [Cl:1][C:2]1[CH:3]=[C:4]([CH:17]=[CH:18][CH:19]=1)[CH2:5][O:6][C:7]1[C:8]2[N:9]([N:13]=[C:14]([NH:16][C:21]3[CH:22]=[CH:23][C:24]([N:27]4[CH2:32][CH2:31][N:30]([CH3:33])[CH2:29][CH2:28]4)=[CH:25][CH:26]=3)[N:15]=2)[CH:10]=[CH:11][CH:12]=1, predict the reactants needed to synthesize it. (2) Given the product [O:10]1[CH2:11][CH2:12][O:13][CH:9]1[C:7]1[CH:8]=[C:3]([O:2][CH3:1])[CH:4]=[CH:5][C:6]=1[NH2:14], predict the reactants needed to synthesize it. The reactants are: [CH3:1][O:2][C:3]1[CH:4]=[CH:5][C:6]([N+:14]([O-])=O)=[C:7]([CH:9]2[O:13][CH2:12][CH2:11][O:10]2)[CH:8]=1.C(OCC)(=O)C. (3) Given the product [Cl:37][C:22]1[C:23]([CH2:25][O:26][C:27]2[CH:36]=[CH:35][C:34]3[CH2:33][CH2:32][CH2:31][CH2:30][C:29]=3[CH:28]=2)=[CH:24][C:19]2[O:18][N:17]=[C:16]([NH2:8])[C:20]=2[CH:21]=1, predict the reactants needed to synthesize it. The reactants are: C(OC([N:8]([C:16]1[C:20]2[CH:21]=[C:22]([Cl:37])[C:23]([CH2:25][O:26][C:27]3[CH:36]=[CH:35][C:34]4[CH2:33][CH2:32][CH2:31][CH2:30][C:29]=4[CH:28]=3)=[CH:24][C:19]=2[O:18][N:17]=1)C(=O)OC(C)(C)C)=O)(C)(C)C.FC(F)(F)C(O)=O. (4) Given the product [CH3:1][C:2]1[CH2:9][CH:10]2[CH:4]([CH:3]=1)[C:5](=[CH:25][C:26]([O:28][C:29]([CH3:32])([CH3:31])[CH3:30])=[O:27])[CH2:11]2, predict the reactants needed to synthesize it. The reactants are: [CH3:1][CH:2]([CH2:9][CH:10]=[CH2:11])[CH:3](O)[CH2:4][C:5](O)=O.C([O-])(=O)C.[K+].[H-].[Na+].COP([CH2:25][C:26]([O:28][C:29]([CH3:32])([CH3:31])[CH3:30])=[O:27])(OC)=O. (5) Given the product [F:2][C:3]1[CH:4]=[C:5]([C:9]2[C:11]([C:13]3[CH:18]=[CH:17][CH:16]=[C:15]([F:19])[CH:14]=3)=[N:24][S:20](=[O:22])(=[O:21])[N:23]=2)[CH:6]=[CH:7][CH:8]=1, predict the reactants needed to synthesize it. The reactants are: Cl.[F:2][C:3]1[CH:4]=[C:5]([C:9]([C:11]([C:13]2[CH:18]=[CH:17][CH:16]=[C:15]([F:19])[CH:14]=2)=O)=O)[CH:6]=[CH:7][CH:8]=1.[S:20]([NH2:24])([NH2:23])(=[O:22])=[O:21]. (6) Given the product [CH2:1]([C:8]1[CH:9]=[N:10][C:11]2[C:16]([C:17]=1[C:18]1[CH:19]=[C:20]([CH:21]=[CH:22][CH:23]=1)[CH2:24][O:25][C:39]1[CH:40]=[C:35]([CH2:34][CH2:33][C:32]([OH:42])=[O:31])[CH:36]=[CH:37][CH:38]=1)=[CH:15][CH:14]=[CH:13][C:12]=2[C:26]([F:29])([F:27])[F:28])[C:2]1[CH:7]=[CH:6][CH:5]=[CH:4][CH:3]=1, predict the reactants needed to synthesize it. The reactants are: [CH2:1]([C:8]1[CH:9]=[N:10][C:11]2[C:16]([C:17]=1[C:18]1[CH:19]=[C:20]([CH2:24][OH:25])[CH:21]=[CH:22][CH:23]=1)=[CH:15][CH:14]=[CH:13][C:12]=2[C:26]([F:29])([F:28])[F:27])[C:2]1[CH:7]=[CH:6][CH:5]=[CH:4][CH:3]=1.C[O:31][C:32](=[O:42])[CH2:33][CH2:34][C:35]1[CH:40]=[CH:39][CH:38]=[C:37](O)[CH:36]=1. (7) Given the product [CH3:9][O:10][C:11]([C:12]1([C:37]2[CH:38]=[CH:39][C:40]([S:43]([CH3:46])(=[O:44])=[O:45])=[CH:41][CH:42]=2)[CH2:2][CH:13]1[C:14]1[CH:19]=[CH:18][CH:17]=[C:16]([C:20]2[CH:21]=[C:22]([C:30]([S:33]([CH3:36])(=[O:35])=[O:34])([CH3:32])[CH3:31])[CH:23]=[C:24]3[C:29]=2[N:28]=[CH:27][CH:26]=[CH:25]3)[CH:15]=1)=[O:47], predict the reactants needed to synthesize it. The reactants are: [I-].[CH3:2][S+](C)(C)=O.[H-].[Na+].[CH3:9][O:10][C:11](=[O:47])[C:12]([C:37]1[CH:42]=[CH:41][C:40]([S:43]([CH3:46])(=[O:45])=[O:44])=[CH:39][CH:38]=1)=[CH:13][C:14]1[CH:19]=[CH:18][CH:17]=[C:16]([C:20]2[CH:21]=[C:22]([C:30]([S:33]([CH3:36])(=[O:35])=[O:34])([CH3:32])[CH3:31])[CH:23]=[C:24]3[C:29]=2[N:28]=[CH:27][CH:26]=[CH:25]3)[CH:15]=1. (8) Given the product [CH2:1]([O:3][C:4]([N:6]1[CH:15]=[CH:14][C:13]2[C:8](=[CH:9][C:10]([O:17][CH3:18])=[C:11]([O:16][CH2:34][CH2:35][CH2:36][CH3:37])[CH:12]=2)[CH:7]1[CH2:19][C:20]1[CH:25]=[CH:24][CH:23]=[C:22]([O:26][CH3:27])[CH:21]=1)=[O:5])[CH3:2], predict the reactants needed to synthesize it. The reactants are: [CH2:1]([O:3][C:4]([N:6]1[CH:15]=[CH:14][C:13]2[C:8](=[CH:9][C:10]([O:17][CH3:18])=[C:11]([OH:16])[CH:12]=2)[CH:7]1[CH2:19][C:20]1[CH:25]=[CH:24][CH:23]=[C:22]([O:26][CH3:27])[CH:21]=1)=[O:5])[CH3:2].C(=O)([O-])[O-].[K+].[K+].[CH2:34](I)[CH2:35][CH2:36][CH3:37].C(OCC)(=O)C.CCCCCC.